From a dataset of Peptide-MHC class I binding affinity with 185,985 pairs from IEDB/IMGT. Regression. Given a peptide amino acid sequence and an MHC pseudo amino acid sequence, predict their binding affinity value. This is MHC class I binding data. (1) The peptide sequence is RMRGAHTNDV. The MHC is HLA-A31:01 with pseudo-sequence HLA-A31:01. The binding affinity (normalized) is 0.228. (2) The peptide sequence is MMLAQAYYG. The MHC is HLA-A11:01 with pseudo-sequence HLA-A11:01. The binding affinity (normalized) is 0.0847. (3) The peptide sequence is LQFIVFLLL. The MHC is HLA-A24:02 with pseudo-sequence HLA-A24:02. The binding affinity (normalized) is 0. (4) The peptide sequence is VLLLFLLLA. The MHC is HLA-A02:01 with pseudo-sequence HLA-A02:01. The binding affinity (normalized) is 0.366. (5) The peptide sequence is LLRDNRAAL. The MHC is HLA-B35:01 with pseudo-sequence HLA-B35:01. The binding affinity (normalized) is 0.0847. (6) The peptide sequence is FSSQLGLFY. The MHC is HLA-B14:02 with pseudo-sequence HLA-B14:02. The binding affinity (normalized) is 0.213. (7) The peptide sequence is LVIRNEVNDT. The MHC is HLA-A02:02 with pseudo-sequence HLA-A02:02. The binding affinity (normalized) is 0.204. (8) The peptide sequence is TRREVHIYY. The MHC is HLA-A31:01 with pseudo-sequence HLA-A31:01. The binding affinity (normalized) is 0.0847. (9) The peptide sequence is LEKAAEVSW. The MHC is HLA-B44:02 with pseudo-sequence HLA-B44:02. The binding affinity (normalized) is 0.603.